This data is from Forward reaction prediction with 1.9M reactions from USPTO patents (1976-2016). The task is: Predict the product of the given reaction. (1) Given the reactants C([O:3][C:4](=[O:38])[C:5]1[CH:10]=[CH:9][C:8]([CH2:11][O:12][C:13]2[CH:18]=[CH:17][C:16]([CH:19]([CH3:36])[C:20]([OH:35])([C:25]3[CH:26]=[N:27][C:28]4[C:33]([CH:34]=3)=[CH:32][CH:31]=[CH:30][CH:29]=4)[C:21]([F:24])([F:23])[F:22])=[C:15]([Cl:37])[CH:14]=2)=[CH:7][CH:6]=1)C.[Li+].[OH-].Cl.O, predict the reaction product. The product is: [Cl:37][C:15]1[CH:14]=[C:13]([CH:18]=[CH:17][C:16]=1[CH:19]([CH3:36])[C:20]([OH:35])([C:25]1[CH:26]=[N:27][C:28]2[C:33]([CH:34]=1)=[CH:32][CH:31]=[CH:30][CH:29]=2)[C:21]([F:24])([F:23])[F:22])[O:12][CH2:11][C:8]1[CH:9]=[CH:10][C:5]([C:4]([OH:38])=[O:3])=[CH:6][CH:7]=1. (2) Given the reactants [CH:1]1([C:7]2[C:15]3[C:10](=[CH:11][CH:12]=[C:13]([NH:16][C:17]4[N:26]=[CH:25][C:24]([CH:27]5[CH2:29][CH2:28]5)=[CH:23][C:18]=4[C:19]([O:21]C)=[O:20])[CH:14]=3)[N:9]([CH3:30])[CH:8]=2)[CH2:6][CH2:5][CH2:4][CH2:3][CH2:2]1.[OH-].[Na+].O.Cl, predict the reaction product. The product is: [CH:1]1([C:7]2[C:15]3[C:10](=[CH:11][CH:12]=[C:13]([NH:16][C:17]4[N:26]=[CH:25][C:24]([CH:27]5[CH2:29][CH2:28]5)=[CH:23][C:18]=4[C:19]([OH:21])=[O:20])[CH:14]=3)[N:9]([CH3:30])[CH:8]=2)[CH2:2][CH2:3][CH2:4][CH2:5][CH2:6]1. (3) Given the reactants Cl[C:2]1[C:3]2[N:4]([CH:11]=[CH:12][CH:13]=2)[N:5]=[CH:6][C:7]=1[C:8]([NH2:10])=[O:9].Cl.[F:15][C:16]1([C@H:19]([NH2:21])[CH3:20])[CH2:18][CH2:17]1.C(N(C(C)C)CC)(C)C, predict the reaction product. The product is: [F:15][C:16]1([C@H:19]([NH:21][C:2]2[C:3]3[N:4]([CH:11]=[CH:12][CH:13]=3)[N:5]=[CH:6][C:7]=2[C:8]([NH2:10])=[O:9])[CH3:20])[CH2:18][CH2:17]1. (4) Given the reactants C[Si]([N-][Si](C)(C)C)(C)C.[Li+].O1CCCC1.[CH3:16][CH:17]1[C:22](=[O:23])[CH2:21][CH2:20][N:19]([C:24]([O:26][C:27]([CH3:30])([CH3:29])[CH3:28])=[O:25])[CH2:18]1.C1(N(C(F)(F)F)[S:38]([C:41]([F:44])([F:43])[F:42])(=[O:40])=[O:39])C=CC=CC=1, predict the reaction product. The product is: [CH3:16][CH:17]1[C:22]([O:23][S:38]([C:41]([F:44])([F:43])[F:42])(=[O:40])=[O:39])=[CH:21][CH2:20][N:19]([C:24]([O:26][C:27]([CH3:29])([CH3:28])[CH3:30])=[O:25])[CH2:18]1. (5) Given the reactants CS(O[CH2:6][CH:7]([CH2:12][N:13]1[CH2:18][CH2:17][O:16][CH:15]([C:19]2[CH:24]=[CH:23][CH:22]=[C:21]([C:25]([F:28])([F:27])[F:26])[CH:20]=2)[CH2:14]1)[C:8]([F:11])([F:10])[F:9])(=O)=O.[C-]#N.[Na+].[CH3:32][N:33](C=O)C, predict the reaction product. The product is: [F:9][C:8]([F:11])([F:10])[CH:7]([CH2:12][N:13]1[CH2:18][CH2:17][O:16][CH:15]([C:19]2[CH:24]=[CH:23][CH:22]=[C:21]([C:25]([F:28])([F:27])[F:26])[CH:20]=2)[CH2:14]1)[CH2:6][C:32]#[N:33]. (6) Given the reactants I[C:2]1[C:10]2[C:5](=[CH:6][C:7]([C@H:11]3[C@@:13]4([C:21]5[C:16](=[CH:17][CH:18]=[CH:19][CH:20]=5)[NH:15][C:14]4=[O:22])[CH2:12]3)=[CH:8][CH:9]=2)[NH:4][N:3]=1.CC1(C)C(C)(C)OB([C:31]2[CH:32]=[C:33]([S:37]([NH2:40])(=[O:39])=[O:38])[CH:34]=[CH:35][CH:36]=2)O1.C([O-])([O-])=O.[Na+].[Na+], predict the reaction product. The product is: [O:22]=[C:14]1[C@@:13]2([CH2:12][C@H:11]2[C:7]2[CH:6]=[C:5]3[C:10]([C:2]([C:31]4[CH:32]=[C:33]([S:37]([NH2:40])(=[O:39])=[O:38])[CH:34]=[CH:35][CH:36]=4)=[N:3][NH:4]3)=[CH:9][CH:8]=2)[C:21]2[C:16](=[CH:17][CH:18]=[CH:19][CH:20]=2)[NH:15]1.